Predict the reaction yield, written as a fraction of the theoretical maximum amount of product (1.0 means a 100% yield; for example, 0.34 means a 34% yield). From a dataset of Reaction yield outcomes from USPTO patents with 853,638 reactions. (1) The reactants are [Li+].C[Si]([N-][Si](C)(C)C)(C)C.[CH3:11][N:12]([C:25](=[O:28])[CH2:26][CH3:27])[N:13]=[C:14]([C:20]([O:22]CC)=O)[C:15]([O:17][CH2:18][CH3:19])=[O:16]. The catalyst is C1COCC1. The product is [OH:22][C:20]1[C:14]([C:15]([O:17][CH2:18][CH3:19])=[O:16])=[N:13][N:12]([CH3:11])[C:25](=[O:28])[C:26]=1[CH3:27]. The yield is 0.610. (2) The reactants are Cl[C:2]1[C:7]([NH2:8])=[C:6]([Cl:9])[N:5]=[C:4]([CH3:10])[N:3]=1.[C:11]([N:16]=[C:17]=[S:18])(=[O:15])[O:12][CH2:13][CH3:14]. The catalyst is C1(C)C=CC=CC=1. The product is [Cl:9][C:6]1[C:7]2[N:8]=[C:17]([NH:16][C:11](=[O:15])[O:12][CH2:13][CH3:14])[S:18][C:2]=2[N:3]=[C:4]([CH3:10])[N:5]=1. The yield is 0.705.